This data is from Forward reaction prediction with 1.9M reactions from USPTO patents (1976-2016). The task is: Predict the product of the given reaction. (1) Given the reactants [Cl:1][C:2]1[CH:3]=[C:4]([CH2:12][O:13][C:14]2[C:19]([F:20])=[CH:18][C:17]([CH2:21][CH2:22][C:23](O)=[O:24])=[CH:16][C:15]=2[F:26])[C:5]2[S:9][C:8]([CH3:10])=[CH:7][C:6]=2[CH:11]=1.[H-].[H-].[H-].[H-].[Li+].[Al+3], predict the reaction product. The product is: [Cl:1][C:2]1[CH:3]=[C:4]([CH2:12][O:13][C:14]2[C:15]([F:26])=[CH:16][C:17]([CH2:21][CH2:22][CH2:23][OH:24])=[CH:18][C:19]=2[F:20])[C:5]2[S:9][C:8]([CH3:10])=[CH:7][C:6]=2[CH:11]=1. (2) Given the reactants C([O:3][C:4](=[O:8])[CH2:5][C:6]#[N:7])C.[CH3:9][C:10](C)(C)[C:11](=[O:13])[CH3:12], predict the reaction product. The product is: [C:4]([O-:8])(=[O:3])[CH3:5].[NH4+:7].[OH:13][C:11]1[CH:12]=[C:5]([CH:6]=[CH:9][CH:10]=1)[CH:4]=[O:8]. (3) The product is: [C:2]([O:6][C:7](=[O:16])[NH:8][C:9]1[S:10][CH:11]=[C:12]([CH2:14][O:27][CH2:26][CH2:25][O:24][CH3:23])[N:13]=1)([CH3:5])([CH3:4])[CH3:3]. Given the reactants [Cl-].[C:2]([O:6][C:7](=[O:16])[NH:8][C:9]1[S:10][CH:11]=[C:12]([CH2:14]Cl)[N:13]=1)([CH3:5])([CH3:4])[CH3:3].C(=O)([O-])[O-].[K+].[K+].[CH3:23][O:24][CH2:25][CH2:26][OH:27], predict the reaction product. (4) Given the reactants [C:1]1([C:7]2[CH2:8][CH2:9][N:10]([CH2:13][CH2:14][CH2:15][C:16]3[NH:25][C:24](=[O:26])[C:23]4[C:18](=[CH:19][CH:20]=[CH:21][CH:22]=4)[N:17]=3)[CH2:11][CH:12]=2)[CH:6]=[CH:5][CH:4]=[CH:3][CH:2]=1.C(Cl)(Cl)[Cl:28].Cl, predict the reaction product. The product is: [ClH:28].[C:1]1([C:7]2[CH2:12][CH2:11][N:10]([CH2:13][CH2:14][CH2:15][C:16]3[NH:25][C:24](=[O:26])[C:23]4[C:18](=[CH:19][CH:20]=[CH:21][CH:22]=4)[N:17]=3)[CH2:9][CH:8]=2)[CH:6]=[CH:5][CH:4]=[CH:3][CH:2]=1.